Task: Regression. Given two drug SMILES strings and cell line genomic features, predict the synergy score measuring deviation from expected non-interaction effect.. Dataset: NCI-60 drug combinations with 297,098 pairs across 59 cell lines (1) Drug 1: C1=C(C(=O)NC(=O)N1)N(CCCl)CCCl. Drug 2: C(CN)CNCCSP(=O)(O)O. Cell line: MOLT-4. Synergy scores: CSS=33.0, Synergy_ZIP=-5.69, Synergy_Bliss=-9.10, Synergy_Loewe=-22.4, Synergy_HSA=-9.24. (2) Drug 1: CC1C(C(CC(O1)OC2CC(OC(C2O)C)OC3=CC4=CC5=C(C(=O)C(C(C5)C(C(=O)C(C(C)O)O)OC)OC6CC(C(C(O6)C)O)OC7CC(C(C(O7)C)O)OC8CC(C(C(O8)C)O)(C)O)C(=C4C(=C3C)O)O)O)O. Drug 2: C1C(C(OC1N2C=NC(=NC2=O)N)CO)O. Cell line: CCRF-CEM. Synergy scores: CSS=30.8, Synergy_ZIP=-1.09, Synergy_Bliss=-1.76, Synergy_Loewe=-4.60, Synergy_HSA=-1.38.